Task: Predict the reaction yield, written as a fraction of the theoretical maximum amount of product (1.0 means a 100% yield; for example, 0.34 means a 34% yield).. Dataset: Reaction yield outcomes from USPTO patents with 853,638 reactions (1) The reactants are C1(N2[C:16]3[C:11](=[CH:12][CH:13]=[CH:14][CH:15]=3)[CH2:10]CC2=O)C=CC=CC=1.[F:18][C:19]1[CH:20]=[C:21]2[C:26](=[CH:27][CH:28]=1)[NH:25][C:24](=[O:29])[CH2:23][CH2:22]2.BrC1C=CC(C)=CC=1. No catalyst specified. The product is [F:18][C:19]1[CH:20]=[C:21]2[C:26](=[CH:27][CH:28]=1)[N:25]([C:14]1[CH:15]=[CH:16][C:11]([CH3:10])=[CH:12][CH:13]=1)[C:24](=[O:29])[CH2:23][CH2:22]2. The yield is 0.920. (2) The reactants are [Br:1][C:2]1[C:3](=[O:10])[N:4]([CH3:9])[C:5](Cl)=[N:6][CH:7]=1.[Br-].[CH:12]1([CH2:18][Zn+])[CH2:17][CH2:16][CH2:15][CH2:14][CH2:13]1. The catalyst is C1COCC1.Cl[Pd](Cl)([P](C1C=CC=CC=1)(C1C=CC=CC=1)C1C=CC=CC=1)[P](C1C=CC=CC=1)(C1C=CC=CC=1)C1C=CC=CC=1. The product is [Br:1][C:2]1[C:3](=[O:10])[N:4]([CH3:9])[C:5]([CH2:18][CH:12]2[CH2:17][CH2:16][CH2:15][CH2:14][CH2:13]2)=[N:6][CH:7]=1. The yield is 0.370.